This data is from Reaction yield outcomes from USPTO patents with 853,638 reactions. The task is: Predict the reaction yield, written as a fraction of the theoretical maximum amount of product (1.0 means a 100% yield; for example, 0.34 means a 34% yield). (1) The reactants are [CH2:1]([N:3]1[C:7]([N:8]2[CH2:14][CH2:13][CH2:12][C@@H:11]([NH:15][C:16](=[O:21])[C:17]([F:20])([F:19])[F:18])[CH2:10][CH2:9]2)=[C:6]([N+:22]([O-])=O)[CH:5]=[N:4]1)[CH3:2].[C:25]([O:29][C:30]([NH:32][C:33]1[S:37][C:36]([C:38]2[CH:43]=[CH:42][CH:41]=[CH:40][C:39]=2[F:44])=[N:35][C:34]=1[C:45](O)=[O:46])=[O:31])([CH3:28])([CH3:27])[CH3:26]. No catalyst specified. The product is [F:44][C:39]1[CH:40]=[CH:41][CH:42]=[CH:43][C:38]=1[C:36]1[S:37][C:33]([NH:32][C:30](=[O:31])[O:29][C:25]([CH3:27])([CH3:26])[CH3:28])=[C:34]([C:45](=[O:46])[NH:22][C:6]2[CH:5]=[N:4][N:3]([CH2:1][CH3:2])[C:7]=2[N:8]2[CH2:14][CH2:13][CH2:12][C@@H:11]([NH:15][C:16](=[O:21])[C:17]([F:20])([F:19])[F:18])[CH2:10][CH2:9]2)[N:35]=1. The yield is 0.720. (2) The reactants are [Cl:1][C:2]1[CH:41]=[CH:40][C:5]([CH2:6][N:7]2[C:15]3[C:14](=[O:16])[N:13]([CH2:17][CH2:18][O:19][CH:20]4[CH2:25][CH2:24][CH2:23][CH2:22][O:21]4)[C:12](=[O:26])[N:11]([CH3:27])[C:10]=3[N:9]=[C:8]2[O:28][CH2:29][CH2:30][O:31][C:32]2[CH:33]=[C:34]([CH:37]=[CH:38][CH:39]=2)[CH:35]=O)=[CH:4][CH:3]=1.C(O)(=O)C.Cl.[CH3:47][NH:48][CH3:49].C([BH3-])#N.[Na+]. The catalyst is CO.C1COCC1. The product is [Cl:1][C:2]1[CH:41]=[CH:40][C:5]([CH2:6][N:7]2[C:15]3[C:14](=[O:16])[N:13]([CH2:17][CH2:18][O:19][CH:20]4[CH2:25][CH2:24][CH2:23][CH2:22][O:21]4)[C:12](=[O:26])[N:11]([CH3:27])[C:10]=3[N:9]=[C:8]2[O:28][CH2:29][CH2:30][O:31][C:32]2[CH:39]=[CH:38][CH:37]=[C:34]([CH2:35][N:48]([CH3:49])[CH3:47])[CH:33]=2)=[CH:4][CH:3]=1. The yield is 0.249. (3) The catalyst is C1C=CC=CC=1. The yield is 0.780. The product is [NH2:23][C:22]1[N:15]([CH2:5][C:4]2[CH:7]=[CH:8][C:9]([F:10])=[C:2]([F:1])[CH:3]=2)[CH:14]=[CH:13][C:21]=1[C:20]#[N:24]. The reactants are [F:1][C:2]1[CH:3]=[C:4]([CH:7]=[CH:8][C:9]=1[F:10])[CH:5]=O.CO[CH:13](OC)[CH2:14][NH2:15].[BH4-].[Na+].[C:20](#[N:24])[CH2:21][C:22]#[N:23].CC1C=CC(S(O)(=O)=O)=CC=1.C(N(CC)CC)C. (4) The yield is 0.400. The reactants are [CH2:1]([CH:4]([CH2:19][CH2:20][CH3:21])[C:5]([NH:7][C:8]1[CH:13]=[CH:12][C:11]([CH:14]=[CH:15][C:16](O)=[O:17])=[CH:10][CH:9]=1)=[O:6])[CH2:2][CH3:3].C(Cl)CCl.[OH2:26].OC1C2N=NNC=2C=CC=1.Cl.[NH2:38]O. The product is [OH:26][NH:38][C:16](=[O:17])[CH:15]=[CH:14][C:11]1[CH:12]=[CH:13][C:8]([NH:7][C:5](=[O:6])[CH:4]([CH2:19][CH2:20][CH3:21])[CH2:1][CH2:2][CH3:3])=[CH:9][CH:10]=1. The catalyst is CN(C=O)C. (5) The reactants are [NH2:1][C:2]1[N:7]=[CH:6][N:5]=[C:4]2[N:8]([CH2:12][C@H:13]3[CH2:17][CH2:16][CH2:15][N:14]3[C:18]([O:20][C:21]([CH3:24])([CH3:23])[CH3:22])=[O:19])[N:9]=[C:10](I)[C:3]=12.[F:25][C:26]1[CH:47]=[CH:46][CH:45]=[C:44]([F:48])[C:27]=1[O:28][C:29]1[CH:34]=[CH:33][C:32](B2OC(C)(C)C(C)(C)O2)=[CH:31][CH:30]=1.C(=O)([O-])[O-].[Na+].[Na+]. The yield is 0.790. The catalyst is O1CCOCC1.O. The product is [NH2:1][C:2]1[N:7]=[CH:6][N:5]=[C:4]2[N:8]([CH2:12][C@H:13]3[CH2:17][CH2:16][CH2:15][N:14]3[C:18]([O:20][C:21]([CH3:24])([CH3:23])[CH3:22])=[O:19])[N:9]=[C:10]([C:32]3[CH:31]=[CH:30][C:29]([O:28][C:27]4[C:44]([F:48])=[CH:45][CH:46]=[CH:47][C:26]=4[F:25])=[CH:34][CH:33]=3)[C:3]=12. (6) The reactants are [F:1][C:2]1[CH:7]=[CH:6][C:5]([NH:8][C:9](=[O:25])[NH:10][C:11]2[CH:16]=[CH:15][C:14]([C:17]3[CH:21]=[C:20]([C:22](O)=[O:23])[O:19][N:18]=3)=[CH:13][CH:12]=2)=[CH:4][CH:3]=1.Cl.[CH3:27][O:28][C:29](=[O:36])[C@@H:30]([NH2:35])[CH2:31][CH:32]([CH3:34])[CH3:33].[K+].[Br-]. No catalyst specified. The product is [CH3:27][O:28][C:29](=[O:36])[C@@H:30]([NH:35][C:22]([C:20]1[O:19][N:18]=[C:17]([C:14]2[CH:13]=[CH:12][C:11]([NH:10][C:9]([NH:8][C:5]3[CH:4]=[CH:3][C:2]([F:1])=[CH:7][CH:6]=3)=[O:25])=[CH:16][CH:15]=2)[CH:21]=1)=[O:23])[CH2:31][CH:32]([CH3:34])[CH3:33]. The yield is 0.695. (7) The reactants are [F:1][C:2]1[CH:3]=[CH:4][C:5]2[N:10]([C:11]3[CH:16]=[CH:15][CH:14]=[CH:13][C:12]=3[F:17])[S:9](=[O:19])(=[O:18])[NH:8][CH2:7][C:6]=2[CH:20]=1.[Br:21][CH2:22][CH2:23][CH2:24]O. No catalyst specified. The product is [Br:21][CH2:22][CH2:23][CH2:24][N:8]1[CH2:7][C:6]2[CH:20]=[C:2]([F:1])[CH:3]=[CH:4][C:5]=2[N:10]([C:11]2[CH:16]=[CH:15][CH:14]=[CH:13][C:12]=2[F:17])[S:9]1(=[O:19])=[O:18]. The yield is 0.710.